Dataset: hERG Central: cardiac toxicity at 1µM, 10µM, and general inhibition. Task: Predict hERG channel inhibition at various concentrations. (1) The drug is Clc1ccc2c(c1)C(c1ccccc1Cl)=NCc1nnc(N3CCN(CCOc4ccccc4)CC3)n1-2.O=C(O)/C=C/C(=O)O. Results: hERG_inhib (hERG inhibition (general)): blocker. (2) The molecule is COC(=O)c1c(C(=O)OC)c(-c2ccc(C)cc2)n2c1CS(=O)C2. Results: hERG_inhib (hERG inhibition (general)): blocker. (3) The compound is CCOc1ccccc1NC(=O)N1CCC(n2nnc3cc(C)ccc32)CC1. Results: hERG_inhib (hERG inhibition (general)): blocker. (4) The compound is CC(=O)c1cccc(NC(=O)CN2CCN(S(=O)(=O)/C=C/c3ccccc3)CC2)c1. Results: hERG_inhib (hERG inhibition (general)): blocker. (5) The drug is CN(CC(=O)Nc1ccc(F)cc1)C(=O)COC(=O)c1cc([N+](=O)[O-])ccc1N1CCOCC1. Results: hERG_inhib (hERG inhibition (general)): blocker. (6) The molecule is CCOC(=O)c1c(NC(C)=O)sc2c(OCCN(CC)CC)c(Br)ccc12. Results: hERG_inhib (hERG inhibition (general)): blocker.